This data is from Full USPTO retrosynthesis dataset with 1.9M reactions from patents (1976-2016). The task is: Predict the reactants needed to synthesize the given product. (1) Given the product [O:13]1[C:17]2[CH:18]=[CH:19][CH:20]=[CH:21][C:16]=2[CH:15]=[C:14]1[C:22]1[N:12]=[C:10]2[N:9]([CH:23]=1)[N:8]=[C:7]([C:2]([F:6])([F:1])[CH:3]([F:4])[F:5])[S:11]2.[BrH:24], predict the reactants needed to synthesize it. The reactants are: [F:1][C:2]([C:7]1[S:11][C:10]([NH2:12])=[N:9][N:8]=1)([F:6])[CH:3]([F:5])[F:4].[O:13]1[C:17]2[CH:18]=[CH:19][CH:20]=[CH:21][C:16]=2[CH:15]=[C:14]1[C:22](=O)[CH2:23][Br:24]. (2) Given the product [C:1]([O:5][C:6]([NH:8][CH2:9][C@H:10]1[CH2:15][CH2:14][C@H:13]([C:16]([NH:18][C@H:19]([C:39](=[O:51])[NH:40][C:41]2[CH:50]=[CH:49][C:44]3[NH:45][C:46](=[O:48])[NH:47][C:43]=3[CH:42]=2)[CH2:20][C:21]2[CH:26]=[CH:25][C:24]([C:27]3[CH:28]=[CH:29][C:30]([C:34]([OH:36])=[O:35])=[N:31][C:32]=3[CH3:33])=[CH:23][CH:22]=2)=[O:17])[CH2:12][CH2:11]1)=[O:7])([CH3:4])([CH3:2])[CH3:3], predict the reactants needed to synthesize it. The reactants are: [C:1]([O:5][C:6]([NH:8][CH2:9][C@H:10]1[CH2:15][CH2:14][C@H:13]([C:16]([NH:18][C@H:19]([C:39](=[O:51])[NH:40][C:41]2[CH:50]=[CH:49][C:44]3[NH:45][C:46](=[O:48])[NH:47][C:43]=3[CH:42]=2)[CH2:20][C:21]2[CH:26]=[CH:25][C:24]([C:27]3[CH:28]=[CH:29][C:30]([C:34]([O:36]CC)=[O:35])=[N:31][C:32]=3[CH3:33])=[CH:23][CH:22]=2)=[O:17])[CH2:12][CH2:11]1)=[O:7])([CH3:4])([CH3:3])[CH3:2].O.[OH-].[Li+]. (3) Given the product [C:1]([O:9][CH2:10][CH2:11][CH2:12][CH2:13][N:19]=[N+:20]=[N-:21])(=[O:8])[C:2]1[CH:7]=[CH:6][CH:5]=[CH:4][CH:3]=1, predict the reactants needed to synthesize it. The reactants are: [C:1]([O:9][CH2:10][CH2:11][CH2:12][CH2:13]OS(C)(=O)=O)(=[O:8])[C:2]1[CH:7]=[CH:6][CH:5]=[CH:4][CH:3]=1.[N-:19]=[N+:20]=[N-:21].[Na+]. (4) Given the product [F:13][C:8]1[CH:9]=[C:10]2[C:5](=[CH:6][CH:7]=1)[CH:4]=[C:3]([CH2:2][C:14]#[N:15])[CH:12]=[CH:11]2, predict the reactants needed to synthesize it. The reactants are: Br[CH2:2][C:3]1[CH:12]=[CH:11][C:10]2[C:5](=[CH:6][CH:7]=[C:8]([F:13])[CH:9]=2)[CH:4]=1.[C-:14]#[N:15].[K+]. (5) Given the product [CH2:1]([O:8][C:9]1[C:10]([C:34]([OH:36])=[O:35])=[N:11][C:12]([CH2:16][N:17]2[CH:22]=[CH:21][C:20]([C:23]3[CH:24]=[CH:25][C:26]([C:29]([CH3:32])([CH3:31])[CH3:30])=[CH:27][CH:28]=3)=[CH:19][C:18]2=[O:33])=[N:13][C:14]=1[OH:15])[C:2]1[CH:7]=[CH:6][CH:5]=[CH:4][CH:3]=1, predict the reactants needed to synthesize it. The reactants are: [CH2:1]([O:8][C:9]1[C:10]([C:34]([O:36]C(C)(C)C)=[O:35])=[N:11][C:12]([CH2:16][N:17]2[CH:22]=[CH:21][C:20]([C:23]3[CH:28]=[CH:27][C:26]([C:29]([CH3:32])([CH3:31])[CH3:30])=[CH:25][CH:24]=3)=[CH:19][C:18]2=[O:33])=[N:13][C:14]=1[OH:15])[C:2]1[CH:7]=[CH:6][CH:5]=[CH:4][CH:3]=1.Cl.